From a dataset of Forward reaction prediction with 1.9M reactions from USPTO patents (1976-2016). Predict the product of the given reaction. (1) Given the reactants FC(F)(F)C(O)=O.[CH2:8]([O:10][C:11]([C:13]1[CH2:30][N:17]2[CH2:18][CH2:19][C:20]3[C:25]([CH:16]2[CH2:15][C:14]=1[NH2:31])=[CH:24][C:23]([O:26][CH3:27])=[C:22]([O:28][CH3:29])[CH:21]=3)=[O:12])[CH3:9].[BH4-].[Na+].[C:34]([O:38][C:39](O[C:39]([O:38][C:34]([CH3:37])([CH3:36])[CH3:35])=[O:40])=[O:40])([CH3:37])([CH3:36])[CH3:35], predict the reaction product. The product is: [CH2:8]([O:10][C:11]([CH:13]1[CH2:30][N:17]2[CH2:18][CH2:19][C:20]3[C:25]([CH:16]2[CH2:15][CH:14]1[NH:31][C:39]([O:38][C:34]([CH3:37])([CH3:36])[CH3:35])=[O:40])=[CH:24][C:23]([O:26][CH3:27])=[C:22]([O:28][CH3:29])[CH:21]=3)=[O:12])[CH3:9]. (2) The product is: [Br:1][C:2]1[S:3][C:4]([CH3:10])=[C:5]([CH2:7][CH2:8][O:9][C:21]2[CH:20]=[C:19]3[C:24](=[CH:23][CH:22]=2)[C@H:16]([CH2:15][C:14]([O:13][CH2:11][CH3:12])=[O:26])[CH2:17][CH2:18]3)[N:6]=1. Given the reactants [Br:1][C:2]1[S:3][C:4]([CH3:10])=[C:5]([CH2:7][CH2:8][OH:9])[N:6]=1.[CH2:11]([O:13][C:14](=[O:26])[CH2:15][C@H:16]1[C:24]2[C:19](=[CH:20][C:21](O)=[CH:22][CH:23]=2)[CH2:18][CH2:17]1)[CH3:12].C1C=CC(P(C2C=CC=CC=2)C2C=CC=CC=2)=CC=1.C1CCN(C(N=NC(N2CCCCC2)=O)=O)CC1, predict the reaction product. (3) Given the reactants Cl[CH2:2][O:3][C:4](=[O:10])[CH:5]([CH2:8][CH3:9])[CH2:6][CH3:7].[I-:11].[Na+].COC(C)(C)C.S([O-])([O-])(=O)=S.[Na+].[Na+], predict the reaction product. The product is: [I:11][CH2:2][O:3][C:4](=[O:10])[CH:5]([CH2:8][CH3:9])[CH2:6][CH3:7].